The task is: Predict the reaction yield, written as a fraction of the theoretical maximum amount of product (1.0 means a 100% yield; for example, 0.34 means a 34% yield).. This data is from Reaction yield outcomes from USPTO patents with 853,638 reactions. (1) The reactants are [CH3:1][C:2]1[CH:3]=[C:4]([CH3:19])[C:5]2[CH:6]=[CH:7][C:8]3[N:9]([CH:12]=[C:13]([C:15]([NH:17][NH2:18])=[O:16])[N:14]=3)[C:10]=2[N:11]=1.[CH:20](OC)(OC)OC. The catalyst is CCO. The product is [CH3:1][C:2]1[CH:3]=[C:4]([CH3:19])[C:5]2[CH:6]=[CH:7][C:8]3[N:9]([CH:12]=[C:13]([C:15]4[O:16][CH:20]=[N:18][N:17]=4)[N:14]=3)[C:10]=2[N:11]=1. The yield is 0.290. (2) The reactants are [Cl:1][CH2:2][C:3]([CH2:5]Cl)=O.[NH2:7][C:8]([NH2:10])=[S:9]. The catalyst is CC(C)=O. The product is [ClH:1].[Cl:1][CH2:2][C:3]1[N:7]=[C:8]([NH2:10])[S:9][CH:5]=1. The yield is 0.450. (3) The reactants are [CH3:1][C:2]1[CH:7]=[CH:6][CH:5]=[CH:4][C:3]=1[NH:8][C:9]1[O:10][C:11]2[CH:17]=[CH:16][C:15]([CH2:18][C:19](O)=[O:20])=[CH:14][C:12]=2[N:13]=1.[F:22][C@@H:23]1[CH2:27][NH:26][C@H:25]([CH2:28][O:29][C:30]2[CH:39]=[CH:38][C:33]([C:34]([O:36]C)=[O:35])=[CH:32][CH:31]=2)[CH2:24]1.CCN=C=NCCCN(C)C.Cl.C1C=CC2N(O)N=NC=2C=1.C(N(CC)CC)C. The catalyst is CN(C=O)C.O. The product is [F:22][C@@H:23]1[CH2:27][N:26]([C:19](=[O:20])[CH2:18][C:15]2[CH:16]=[CH:17][C:11]3[O:10][C:9]([NH:8][C:3]4[CH:4]=[CH:5][CH:6]=[CH:7][C:2]=4[CH3:1])=[N:13][C:12]=3[CH:14]=2)[C@H:25]([CH2:28][O:29][C:30]2[CH:39]=[CH:38][C:33]([C:34]([OH:36])=[O:35])=[CH:32][CH:31]=2)[CH2:24]1. The yield is 0.780. (4) The reactants are [Cl-].O[NH3+:3].[C:4](=[O:7])([O-])[OH:5].[Na+].CS(C)=O.[CH2:13]([N:20]1[C:25](=[O:26])[C:24]([CH2:27][C:28]2[CH:33]=[CH:32][C:31]([C:34]3[C:35]([C:40]#[N:41])=[CH:36][CH:37]=[CH:38][CH:39]=3)=[CH:30][CH:29]=2)=[C:23]([CH2:42][CH2:43][CH2:44][CH3:45])[N:22]=[C:21]1[O:46][CH3:47])[C:14]1[CH:19]=[CH:18][CH:17]=[CH:16][CH:15]=1. The catalyst is C(OCC)(=O)C. The product is [CH2:13]([N:20]1[C:25](=[O:26])[C:24]([CH2:27][C:28]2[CH:33]=[CH:32][C:31]([C:34]3[CH:39]=[CH:38][CH:37]=[CH:36][C:35]=3[C:40]3[NH:3][C:4](=[O:7])[O:5][N:41]=3)=[CH:30][CH:29]=2)=[C:23]([CH2:42][CH2:43][CH2:44][CH3:45])[N:22]=[C:21]1[O:46][CH3:47])[C:14]1[CH:15]=[CH:16][CH:17]=[CH:18][CH:19]=1. The yield is 0.170. (5) The reactants are [C:1]1([C:11]([OH:13])=[O:12])[C:10]2[C:5](=[CH:6][CH:7]=[CH:8][CH:9]=2)[CH:4]=[CH:3][CH:2]=1.[Cl:14][S:15](O)(=[O:17])=[O:16]. No catalyst specified. The product is [Cl:14][S:15]([C:6]1[CH:7]=[CH:8][CH:9]=[C:10]2[C:5]=1[CH:4]=[CH:3][CH:2]=[C:1]2[C:11]([OH:13])=[O:12])(=[O:17])=[O:16]. The yield is 0.800. (6) The reactants are CS[C:3]1[CH:4]=[C:5]2[C:11]3([CH2:15][CH2:14][N:13]([C:16]([O:18][C:19]([CH3:22])([CH3:21])[CH3:20])=[O:17])[CH2:12]3)[CH2:10][N:9]([C:23]([O:25][CH2:26][CH2:27][Si:28]([CH3:31])([CH3:30])[CH3:29])=[O:24])[C:6]2=[CH:7][CH:8]=1.Cl[C:33]1C=CC=C(C(OO)=O)C=1.[S:43]([O-:47])([O-])(=[O:45])=S.[Na+].[Na+]. The catalyst is C(Cl)Cl. The product is [CH3:33][S:43]([C:3]1[CH:4]=[C:5]2[C:11]3([CH2:15][CH2:14][N:13]([C:16]([O:18][C:19]([CH3:22])([CH3:21])[CH3:20])=[O:17])[CH2:12]3)[CH2:10][N:9]([C:23]([O:25][CH2:26][CH2:27][Si:28]([CH3:31])([CH3:29])[CH3:30])=[O:24])[C:6]2=[CH:7][CH:8]=1)(=[O:47])=[O:45]. The yield is 0.650. (7) The reactants are C([O:3][C:4](=[O:21])[CH2:5][CH2:6][CH2:7][CH2:8][CH2:9][CH2:10][CH2:11][CH:12]=[CH:13][C:14]1[CH:19]=[CH:18][CH:17]=[CH:16][C:15]=1[F:20])C.[OH-].[Li+]. The catalyst is O1CCCC1. The product is [F:20][C:15]1[CH:16]=[CH:17][CH:18]=[CH:19][C:14]=1[CH:13]=[CH:12][CH2:11][CH2:10][CH2:9][CH2:8][CH2:7][CH2:6][CH2:5][C:4]([OH:21])=[O:3]. The yield is 0.660.